Dataset: Catalyst prediction with 721,799 reactions and 888 catalyst types from USPTO. Task: Predict which catalyst facilitates the given reaction. (1) Product: [CH3:26][C:20]1[CH:21]=[CH:22][C:23]([CH3:25])=[CH:24][C:19]=1[C:18]1[C:17](=[O:27])[NH:16][C:8]2([CH2:9][CH2:10][N:11]([O:14][CH3:15])[CH2:12][CH2:13]2)[C:6]=1[OH:5]. Reactant: C[O-].[Na+].C[O:5][C:6]([C:8]1([NH:16][C:17](=[O:27])[CH2:18][C:19]2[CH:24]=[C:23]([CH3:25])[CH:22]=[CH:21][C:20]=2[CH3:26])[CH2:13][CH2:12][N:11]([O:14][CH3:15])[CH2:10][CH2:9]1)=O. The catalyst class is: 9. (2) Reactant: [CH3:1][O:2][CH:3]([O:6][CH3:7])[CH:4]=O.Cl.[CH3:9][C@@H:10]([NH2:14])[CH2:11][CH2:12][CH3:13].C(N(CC)CC)C. Product: [CH3:1][O:2][CH:3]([O:6][CH3:7])[CH2:4][NH:14][C@@H:10]([CH2:11][CH2:12][CH3:13])[CH3:9]. The catalyst class is: 19. (3) Reactant: [Cl:1][C:2]1[CH:3]=[C:4]2[C:8](=[CH:9][CH:10]=1)[NH:7][CH:6]=[C:5]2[CH2:11][N:12]1[C:20]([C:21]2[N:22]([CH3:26])[CH:23]=[CH:24][N:25]=2)=[C:19]2[C:14]([NH:15][C:16](=[O:29])[N:17]([CH3:28])[C:18]2=[O:27])=[N:13]1.Br[CH2:31][C:32]1[C:33]([CH3:38])=[N:34][O:35][C:36]=1[CH3:37].C(=O)([O-])[O-].[K+].[K+]. Product: [Cl:1][C:2]1[CH:3]=[C:4]2[C:8](=[CH:9][CH:10]=1)[NH:7][CH:6]=[C:5]2[CH2:11][N:12]1[C:20]([C:21]2[N:22]([CH3:26])[CH:23]=[CH:24][N:25]=2)=[C:19]2[C:14]([N:15]([CH2:31][C:32]3[C:33]([CH3:38])=[N:34][O:35][C:36]=3[CH3:37])[C:16](=[O:29])[N:17]([CH3:28])[C:18]2=[O:27])=[N:13]1. The catalyst class is: 3.